Task: Predict the reaction yield, written as a fraction of the theoretical maximum amount of product (1.0 means a 100% yield; for example, 0.34 means a 34% yield).. Dataset: Reaction yield outcomes from USPTO patents with 853,638 reactions (1) No catalyst specified. The reactants are C([O:4][C:5]1[C:10]([CH2:11][C@H:12]([O:15]C(=O)C)[CH2:13][Br:14])=[CH:9][C:8]([F:19])=[CH:7][C:6]=1[C:20]1[C:25]([Cl:26])=[CH:24][CH:23]=[CH:22][C:21]=1[Cl:27])(=O)C.BrC[C@@H](O)CC1C=C(F)C=CC=1O. The product is [Br:14][CH2:13][C@@H:12]([OH:15])[CH2:11][C:10]1[CH:9]=[C:8]([F:19])[CH:7]=[C:6]([C:20]2[C:21]([Cl:27])=[CH:22][CH:23]=[CH:24][C:25]=2[Cl:26])[C:5]=1[OH:4]. The yield is 0.990. (2) The reactants are [CH:1]([C:4]1[C:8]([C:9](OCC)=[O:10])=[CH:7][N:6]([C:14]2[CH:19]=[CH:18][C:17]([C:20]([F:23])([F:22])[F:21])=[CH:16][N:15]=2)[N:5]=1)([CH3:3])[CH3:2].[H-].C([Al+]CC(C)C)C(C)C.Cl. The catalyst is O1CCCC1.CCCCCC. The product is [CH:1]([C:4]1[C:8]([CH2:9][OH:10])=[CH:7][N:6]([C:14]2[CH:19]=[CH:18][C:17]([C:20]([F:21])([F:23])[F:22])=[CH:16][N:15]=2)[N:5]=1)([CH3:3])[CH3:2]. The yield is 0.970. (3) The reactants are [NH2:1][C@@H:2]([C:13]1[N:14]([S:21]([C:24]2[CH:30]=[CH:29][C:27]([CH3:28])=[CH:26][CH:25]=2)(=[O:23])=[O:22])[CH:15]=[CH:16][C:17]=1[C:18]([OH:20])=O)[CH2:3][CH2:4][O:5][CH2:6][C:7]1[CH:12]=[CH:11][CH:10]=[CH:9][CH:8]=1.C(O)(C(F)(F)F)=O.CCN(C(C)C)C(C)C.CCCP1(OP(CCC)(=O)OP(CCC)(=O)O1)=O. The catalyst is CCOC(C)=O. The product is [CH2:6]([O:5][CH2:4][CH2:3][C@@H:2]1[C:13]2[N:14]([S:21]([C:24]3[CH:30]=[CH:29][C:27]([CH3:28])=[CH:26][CH:25]=3)(=[O:22])=[O:23])[CH:15]=[CH:16][C:17]=2[C:18](=[O:20])[NH:1]1)[C:7]1[CH:8]=[CH:9][CH:10]=[CH:11][CH:12]=1. The yield is 0.850. (4) The reactants are C([N-]C(C)C)(C)C.[Li+].[CH3:9][O:10][C:11](=[O:21])[CH2:12][C:13]1[CH:18]=[CH:17][CH:16]=[C:15]([O:19][CH3:20])[CH:14]=1.I[CH2:23][CH:24]1[CH2:28][CH2:27][CH2:26][CH2:25]1. The catalyst is O1CCCC1.CN1CCCN(C)C1=O.CN1CCCN(C)C1=O. The product is [CH3:9][O:10][C:11](=[O:21])[CH:12]([C:13]1[CH:18]=[CH:17][CH:16]=[C:15]([O:19][CH3:20])[CH:14]=1)[CH2:23][CH:24]1[CH2:28][CH2:27][CH2:26][CH2:25]1. The yield is 0.891. (5) The reactants are Br[C:2]1[N:7]=[C:6]2[S:8][C:9]([NH:11][C:12]3[O:13][C@:14]4([CH2:22][N:23]=3)[CH:19]3[CH2:20][CH2:21][N:16]([CH2:17][CH2:18]3)[CH2:15]4)=[N:10][C:5]2=[N:4][CH:3]=1.Cl. The catalyst is CO. The product is [S:8]1[C:6]2=[N:7][CH:2]=[CH:3][N:4]=[C:5]2[N:10]=[C:9]1[NH:11][C:12]1[O:13][C@:14]2([CH2:22][N:23]=1)[CH:19]1[CH2:20][CH2:21][N:16]([CH2:17][CH2:18]1)[CH2:15]2. The yield is 0.675. (6) The reactants are [CH2:1]([N:8]1[C@@H:13]2[C@H:14]([C:16]3[N:17]=[N:18][N:19]([CH2:21][CH2:22][NH:23]C(OC(C)(C)C)=O)[N:20]=3)[CH2:15][C@@:9]1([C:47]1[CH:52]=[CH:51][CH:50]=[CH:49][CH:48]=1)[C@H:10]([O:31][CH2:32][C:33]1[CH:38]=[C:37]([C:39]([F:42])([F:41])[F:40])[CH:36]=[C:35]([C:43]([F:46])([F:45])[F:44])[CH:34]=1)[CH2:11][CH2:12]2)[C:2]1[CH:7]=[CH:6][CH:5]=[CH:4][CH:3]=1. The catalyst is FC(F)(F)C(O)=O.ClCCl. The product is [NH2:23][CH2:22][CH2:21][N:19]1[N:18]=[N:17][C:16]([C@@H:14]2[CH2:15][C@:9]3([C:47]4[CH:52]=[CH:51][CH:50]=[CH:49][CH:48]=4)[N:8]([CH2:1][C:2]4[CH:7]=[CH:6][CH:5]=[CH:4][CH:3]=4)[C@H:13]2[CH2:12][CH2:11][C@H:10]3[O:31][CH2:32][C:33]2[CH:34]=[C:35]([C:43]([F:44])([F:45])[F:46])[CH:36]=[C:37]([C:39]([F:42])([F:41])[F:40])[CH:38]=2)=[N:20]1. The yield is 0.960.